Dataset: Reaction yield outcomes from USPTO patents with 853,638 reactions. Task: Predict the reaction yield, written as a fraction of the theoretical maximum amount of product (1.0 means a 100% yield; for example, 0.34 means a 34% yield). (1) The reactants are [CH3:1][N:2]1[C:10]2[CH:9]=[C:8]([N:11]3[CH:16]=[CH:15][C:14]([C:17]4[CH:22]=[CH:21][C:20]([CH3:23])=[CH:19][N:18]=4)=[CH:13][C:12]3=[O:24])[CH:7]=[CH:6][C:5]=2[C:4]2[CH2:25][N:26](C(OC(C)(C)C)=O)[CH2:27][CH2:28][C:3]1=2.C1(N)C(F)=C(F)C(F)=C(N)C=1F.[ClH:48].Cl. No catalyst specified. The product is [ClH:48].[ClH:48].[CH3:1][N:2]1[C:10]2[CH:9]=[C:8]([N:11]3[CH:16]=[CH:15][C:14]([C:17]4[CH:22]=[CH:21][C:20]([CH3:23])=[CH:19][N:18]=4)=[CH:13][C:12]3=[O:24])[CH:7]=[CH:6][C:5]=2[C:4]2[CH2:25][NH:26][CH2:27][CH2:28][C:3]1=2. The yield is 0.300. (2) The reactants are [CH:1]1([NH:4][C:5]2[CH:6]=[C:7]([O:26][CH2:27][CH2:28][O:29][CH3:30])[CH:8]=[C:9]3[C:13]=2[N:12]([C:14]([O:16][C:17]([CH3:20])([CH3:19])[CH3:18])=[O:15])[CH:11]([C:21]([O:23][CH2:24][CH3:25])=[O:22])[CH2:10]3)[CH2:3][CH2:2]1.[N:31]1[CH:36]=[CH:35][CH:34]=[CH:33][C:32]=1[S:37](Cl)(=[O:39])=[O:38]. The catalyst is N1C=CC=CC=1. The product is [CH:1]1([N:4]([S:37]([C:32]2[CH:33]=[CH:34][CH:35]=[CH:36][N:31]=2)(=[O:39])=[O:38])[C:5]2[CH:6]=[C:7]([O:26][CH2:27][CH2:28][O:29][CH3:30])[CH:8]=[C:9]3[C:13]=2[N:12]([C:14]([O:16][C:17]([CH3:19])([CH3:18])[CH3:20])=[O:15])[CH:11]([C:21]([O:23][CH2:24][CH3:25])=[O:22])[CH2:10]3)[CH2:2][CH2:3]1. The yield is 0.670. (3) The reactants are P(Br)(Br)[Br:2].[CH3:5][C:6]1[CH:15]=[CH:14][C:13]2[CH2:12][CH2:11][CH2:10][CH:9](O)[C:8]=2[N:7]=1.[OH-].[Na+]. The catalyst is C1(C)C=CC=CC=1. The product is [Br:2][CH:9]1[C:8]2[N:7]=[C:6]([CH3:5])[CH:15]=[CH:14][C:13]=2[CH2:12][CH2:11][CH2:10]1. The yield is 0.290. (4) The reactants are [Br:1][C:2]1[CH:7]=[C:6]([F:8])[CH:5]=[CH:4][C:3]=1[CH:9]1[C:14]([C:15]([O:17][CH2:18][CH3:19])=[O:16])=[C:13]([CH2:20]Br)[NH:12][C:11]([C:22]2[S:23][CH:24]=[CH:25][N:26]=2)=[N:10]1.Cl.[NH:28]1[CH2:33][CH2:32][O:31][CH:30]([C:34]([OH:36])=[O:35])[CH2:29]1. No catalyst specified. The product is [Br:1][C:2]1[CH:7]=[C:6]([F:8])[CH:5]=[CH:4][C:3]=1[CH:9]1[N:10]=[C:11]([C:22]2[S:23][CH:24]=[CH:25][N:26]=2)[NH:12][C:13]([CH2:20][N:28]2[CH2:33][CH2:32][O:31][CH:30]([C:34]([OH:36])=[O:35])[CH2:29]2)=[C:14]1[C:15]([O:17][CH2:18][CH3:19])=[O:16]. The yield is 0.300. (5) The reactants are F[C:2]1[C:7]([F:8])=[CH:6][CH:5]=[C:4]([F:9])[N:3]=1.[F:10][C:11]1[CH:12]=[C:13]([CH:16]=[CH:17][CH:18]=1)[CH2:14][NH2:15].C(N(CC)CC)C. The catalyst is CN1C(=O)CCC1. The product is [F:8][C:7]1[C:2]([NH:15][CH2:14][C:13]2[CH:16]=[CH:17][CH:18]=[C:11]([F:10])[CH:12]=2)=[N:3][C:4]([F:9])=[CH:5][CH:6]=1. The yield is 0.980. (6) The reactants are Br[C:2]1[C:7]([CH3:8])=[CH:6][C:5]([C:9](=[O:11])[CH3:10])=[C:4]([OH:12])[CH:3]=1.CC1(C)C2C=CC=C(P(C3C=CC=CC=3)C3C=CC=CC=3)C=2OC2C1=CC=CC=2P(C1C=CC=CC=1)C1C=CC=CC=1.[CH3:55][N:56](C)C=O. The catalyst is [C-]#N.[Zn+2].[C-]#N.C1C=CC(/C=C/C(/C=C/C2C=CC=CC=2)=O)=CC=1.C1C=CC(/C=C/C(/C=C/C2C=CC=CC=2)=O)=CC=1.C1C=CC(/C=C/C(/C=C/C2C=CC=CC=2)=O)=CC=1.[Pd].[Pd]. The product is [C:9]([C:5]1[C:4]([OH:12])=[CH:3][C:2]([C:55]#[N:56])=[C:7]([CH3:8])[CH:6]=1)(=[O:11])[CH3:10]. The yield is 0.980. (7) The reactants are [Br:1]Br.[CH:3]1([C:6]([CH:13]2[CH2:15][CH2:14]2)([C:8]2[S:9][CH:10]=[CH:11][N:12]=2)[OH:7])[CH2:5][CH2:4]1.CC([O-])=O.[Na+]. The catalyst is C(O)(=O)C. The product is [Br:1][C:10]1[S:9][C:8]([C:6]([CH:3]2[CH2:5][CH2:4]2)([CH:13]2[CH2:14][CH2:15]2)[OH:7])=[N:12][CH:11]=1. The yield is 0.570.